From a dataset of Full USPTO retrosynthesis dataset with 1.9M reactions from patents (1976-2016). Predict the reactants needed to synthesize the given product. (1) The reactants are: [Br:1][C:2]1[CH:3]=[CH:4][C:5]([F:11])=[C:6]([CH:10]=1)[C:7](O)=[O:8].C(Cl)(=O)C([Cl:15])=O.CN(C=O)C. Given the product [Br:1][C:2]1[CH:3]=[CH:4][C:5]([F:11])=[C:6]([CH:10]=1)[C:7]([Cl:15])=[O:8], predict the reactants needed to synthesize it. (2) Given the product [Cl:6][CH2:7][CH:8]1[CH2:9][N:11]1[C:12]1[CH:13]=[C:14]2[C:23](=[CH:24][CH:25]=1)[S:22][C:21]1[C:20]([C:26]3[NH:31][C:30](=[O:32])[CH:29]=[C:28]([N:33]4[CH2:38][CH2:37][O:36][CH2:35][CH2:34]4)[CH:27]=3)=[CH:19][CH:18]=[CH:17][C:16]=1[S:15]2, predict the reactants needed to synthesize it. The reactants are: C[O-].[Na+].[I-].[Na+].[Cl:6][CH2:7][CH:8]([NH:11][C:12]1[CH:13]=[C:14]2[C:23](=[CH:24][CH:25]=1)[S:22][C:21]1[C:20]([C:26]3[NH:31][C:30](=[O:32])[CH:29]=[C:28]([N:33]4[CH2:38][CH2:37][O:36][CH2:35][CH2:34]4)[CH:27]=3)=[CH:19][CH:18]=[CH:17][C:16]=1[S:15]2)[CH2:9]Cl.CO. (3) Given the product [C:7]([O:11][C:12]([N:14]1[CH2:19][CH2:18][CH:17]([CH2:20][S:21][CH2:24][C:25](=[O:26])[C:27]2[CH:32]=[CH:31][N:30]=[CH:29][CH:28]=2)[CH2:16][CH2:15]1)=[O:13])([CH3:10])([CH3:9])[CH3:8], predict the reactants needed to synthesize it. The reactants are: CC([O-])(C)C.[K+].[C:7]([O:11][C:12]([N:14]1[CH2:19][CH2:18][CH:17]([CH2:20][SH:21])[CH2:16][CH2:15]1)=[O:13])([CH3:10])([CH3:9])[CH3:8].Br.Br[CH2:24][C:25]([C:27]1[CH:32]=[CH:31][N:30]=[CH:29][CH:28]=1)=[O:26].